This data is from Peptide-MHC class I binding affinity with 185,985 pairs from IEDB/IMGT. The task is: Regression. Given a peptide amino acid sequence and an MHC pseudo amino acid sequence, predict their binding affinity value. This is MHC class I binding data. The peptide sequence is CELSSHGDL. The MHC is HLA-B51:01 with pseudo-sequence HLA-B51:01. The binding affinity (normalized) is 0.213.